From a dataset of Reaction yield outcomes from USPTO patents with 853,638 reactions. Predict the reaction yield, written as a fraction of the theoretical maximum amount of product (1.0 means a 100% yield; for example, 0.34 means a 34% yield). (1) The reactants are [CH2:1]([S:5](Cl)(=[O:7])=[O:6])[CH2:2][CH2:3][CH3:4].CS([N:13]1[CH2:18][CH2:17][CH:16]([NH:19][C:20]([NH:22][C:23]2[CH:28]=[CH:27][C:26]([C:29]([F:32])([F:31])[F:30])=[CH:25][CH:24]=2)=[O:21])[CH2:15][CH2:14]1)(=O)=O. No catalyst specified. The product is [CH2:1]([S:5]([N:13]1[CH2:18][CH2:17][CH:16]([NH:19][C:20]([NH:22][C:23]2[CH:28]=[CH:27][C:26]([C:29]([F:30])([F:31])[F:32])=[CH:25][CH:24]=2)=[O:21])[CH2:15][CH2:14]1)(=[O:7])=[O:6])[CH2:2][CH2:3][CH3:4]. The yield is 0.660. (2) The reactants are [OH:1][C:2]1[CH:7]=[CH:6][C:5]([S:8][CH2:9][CH2:10][CH2:11][C:12]([OH:14])=O)=[CH:4][CH:3]=1.[CH3:15][NH:16][CH:17]([C:24]1[CH:29]=[CH:28][CH:27]=[CH:26][CH:25]=1)[C:18]1[CH:23]=[CH:22][CH:21]=[CH:20][CH:19]=1. No catalyst specified. The product is [CH:17]([N:16]([CH3:15])[C:12](=[O:14])[CH2:11][CH2:10][CH2:9][S:8][C:5]1[CH:4]=[CH:3][C:2]([OH:1])=[CH:7][CH:6]=1)([C:24]1[CH:25]=[CH:26][CH:27]=[CH:28][CH:29]=1)[C:18]1[CH:23]=[CH:22][CH:21]=[CH:20][CH:19]=1. The yield is 0.0500. (3) The reactants are [NH2:1][CH2:2][C:3]([OH:5])=[O:4].C([O-])([O-])=O.[Na+].[Na+].[N+:12]([C:15]1[CH:23]=[C:22]([N+:24]([O-:26])=[O:25])[CH:21]=[CH:20][C:16]=1[C:17](Cl)=[O:18])([O-:14])=[O:13].Cl. The catalyst is O.O1CCOCC1. The product is [N+:12]([C:15]1[CH:23]=[C:22]([N+:24]([O-:26])=[O:25])[CH:21]=[CH:20][C:16]=1[C:17]([NH:1][CH2:2][C:3]([OH:5])=[O:4])=[O:18])([O-:14])=[O:13]. The yield is 0.850. (4) The reactants are Cl.[CH3:2][O:3][C:4]1[CH:9]=[CH:8][C:7]([NH:10][NH2:11])=[CH:6][CH:5]=1.C(N(CC)CC)C.[C:19]([CH2:25][C:26]#[N:27])(=O)[C:20]([CH3:23])([CH3:22])[CH3:21]. The catalyst is C1(C)C=CC=CC=1. The product is [C:20]([C:19]1[CH:25]=[C:26]([NH2:27])[N:10]([C:7]2[CH:8]=[CH:9][C:4]([O:3][CH3:2])=[CH:5][CH:6]=2)[N:11]=1)([CH3:23])([CH3:22])[CH3:21]. The yield is 0.700. (5) The reactants are [Cl:1][C:2]1[N:10]([CH2:11][CH:12]=[CH2:13])[C:9]2[C:8](=[O:14])[NH:7][C:6](=[O:15])[NH:5][C:4]=2[N:3]=1.C(=O)([O-])[O-].[Na+].[Na+].Br[CH2:23][CH2:24][CH2:25][C:26]([F:29])([F:28])[F:27]. The catalyst is CN(C)C=O. The product is [Cl:1][C:2]1[N:10]([CH2:11][CH:12]=[CH2:13])[C:9]2[C:8](=[O:14])[NH:7][C:6](=[O:15])[N:5]([CH2:23][CH2:24][CH2:25][C:26]([F:29])([F:28])[F:27])[C:4]=2[N:3]=1. The yield is 0.570. (6) The reactants are [NH2:1][C@H:2]([C:42]1[CH:47]=[CH:46][CH:45]=[CH:44][CH:43]=1)[CH2:3][N:4]1[C:9](=[O:10])[C:8]2[C:11]3([O:27][CH2:28][C:7]=2[N:6]([CH2:29][C:30]2[C:35]([C:36]([F:39])([F:38])[F:37])=[CH:34][CH:33]=[CH:32][C:31]=2[F:40])[C:5]1=[O:41])[CH2:16][CH2:15][N:14]([CH2:17][C:18]1[O:19][C:20]([C:23]([F:26])([F:25])[F:24])=[CH:21][CH:22]=1)[CH2:13][CH2:12]3.[CH3:48][O:49][NH:50][C:51](=[O:56])[O:52][CH2:53][CH2:54]Br.[I-].[Na+].C([O-])([O-])=O.[K+].[K+]. The catalyst is C(#N)C. The product is [CH3:48][O:49][NH:50][C:51](=[O:56])[O:52][CH2:53][CH2:54][NH:1][C@H:2]([C:42]1[CH:43]=[CH:44][CH:45]=[CH:46][CH:47]=1)[CH2:3][N:4]1[C:9](=[O:10])[C:8]2[C:11]3([O:27][CH2:28][C:7]=2[N:6]([CH2:29][C:30]2[C:35]([C:36]([F:39])([F:38])[F:37])=[CH:34][CH:33]=[CH:32][C:31]=2[F:40])[C:5]1=[O:41])[CH2:12][CH2:13][N:14]([CH2:17][C:18]1[O:19][C:20]([C:23]([F:24])([F:25])[F:26])=[CH:21][CH:22]=1)[CH2:15][CH2:16]3. The yield is 0.120.